Dataset: Forward reaction prediction with 1.9M reactions from USPTO patents (1976-2016). Task: Predict the product of the given reaction. (1) Given the reactants [CH2:1]([O:19][C:20](=[O:24])[C:21]([CH3:23])=[CH2:22])[CH2:2][CH2:3][CH2:4][CH2:5][CH2:6][CH2:7][CH2:8][CH2:9][CH2:10][CH2:11][CH2:12][CH2:13][CH2:14][CH2:15][CH2:16][CH2:17][CH3:18].SCCO, predict the reaction product. The product is: [CH2:1]([O:19][C:20](=[O:24])[C:21]([CH3:23])=[CH2:22])[CH2:2][CH2:3][CH2:4][CH2:5][CH2:6][CH2:7][CH2:8][CH2:9][CH2:10][CH2:11][CH2:12][CH2:13][CH2:14][CH2:15][CH3:16].[CH2:1]([O:19][C:20](=[O:24])[C:21]([CH3:23])=[CH2:22])[CH2:2][CH2:3][CH2:4][CH2:5][CH2:6][CH2:7][CH2:8][CH2:9][CH2:10][CH2:11][CH2:12][CH2:13][CH2:14][CH2:15][CH2:16][CH2:17][CH3:18]. (2) Given the reactants [N:1]([CH2:4][CH2:5][C@H:6]([NH:14]C(=O)OC(C)(C)C)[CH2:7][C:8]1[CH:13]=[CH:12][CH:11]=[CH:10][CH:9]=1)=[N+:2]=[N-:3].[ClH:22], predict the reaction product. The product is: [ClH:22].[N:1]([CH2:4][CH2:5][C@H:6]([NH2:14])[CH2:7][C:8]1[CH:13]=[CH:12][CH:11]=[CH:10][CH:9]=1)=[N+:2]=[N-:3].[N:1]([CH2:4][CH2:5][C@H:6]([NH2:14])[CH2:7][C:8]1[CH:13]=[CH:12][CH:11]=[CH:10][CH:9]=1)=[N+:2]=[N-:3]. (3) Given the reactants [CH2:1]1[CH2:14][O:13][C:8]23[O:9][CH2:10][CH2:11][O:12][C:3]2([C@:4]2([CH2:27][CH2:26][C@H:25]4[C@@H:15]([CH2:16][C:17](=O)[C@:18]5([OH:28])[C@:23]4([CH3:24])[CH2:22][CH2:21][CH2:20][CH2:19]5)[C@@H:6]2[CH2:7]3)[CH3:5])[O:2]1.[OH:30]/[N:31]=C1\C[C@@H]2[C@@H]([C@]3(C)C\1CC(=O)CC3)CC[C@@]1(C)[C@H]2CCC1=O, predict the reaction product. The product is: [CH2:1]1[CH2:14][O:13][C:8]23[O:9][CH2:10][CH2:11][O:12][C:3]2([C@:4]2([CH2:27][CH2:26][C@H:25]4[C@@H:15]([CH2:16]/[C:17](=[N:31]\[OH:30])/[C@:18]5([OH:28])[C@:23]4([CH3:24])[CH2:22][CH2:21][CH2:20][CH2:19]5)[C@@H:6]2[CH2:7]3)[CH3:5])[O:2]1. (4) Given the reactants ClC(Cl)(Cl)C([N:5]1[CH:12]2[CH2:13][CH:8]3[CH2:9][CH:10]([CH2:14][CH:6]1[CH2:7]3)[CH2:11]2)=O.C(O)(C)C.[OH-].[Na+].O, predict the reaction product. The product is: [CH:6]12[CH2:14][CH:10]3[CH2:9][CH:8]([CH2:13][CH:12]([CH2:11]3)[NH:5]1)[CH2:7]2. (5) Given the reactants [CH:1]1([CH2:4][O:5][C:6]2[CH:11]=[CH:10][C:9]([F:12])=[CH:8][C:7]=2[C:13]2[C:14]3[NH:21][C:20]([CH3:22])=[C:19]([C:23]([O:25][CH2:26][CH3:27])=[O:24])[C:15]=3[N:16]=[CH:17][N:18]=2)[CH2:3][CH2:2]1.Cl[CH2:29][O:30][CH2:31][CH2:32][Si:33]([CH3:36])([CH3:35])[CH3:34], predict the reaction product. The product is: [CH:1]1([CH2:4][O:5][C:6]2[CH:11]=[CH:10][C:9]([F:12])=[CH:8][C:7]=2[C:13]2[C:14]3[N:21]([CH2:29][O:30][CH2:31][CH2:32][Si:33]([CH3:36])([CH3:35])[CH3:34])[C:20]([CH3:22])=[C:19]([C:23]([O:25][CH2:26][CH3:27])=[O:24])[C:15]=3[N:16]=[CH:17][N:18]=2)[CH2:2][CH2:3]1. (6) Given the reactants [OH:1][CH2:2][C@H:3]([CH2:16][CH2:17][O:18][C:19](=[O:37])[CH2:20][CH2:21][CH2:22][CH2:23][CH2:24][CH2:25][CH2:26][CH2:27][CH2:28][CH2:29][CH2:30][CH2:31][CH2:32][CH2:33][CH2:34][CH2:35][CH3:36])[CH2:4][N:5]1[CH:13]=[N:12][C:11]2[C:10](=[O:14])[NH:9][C:8]([NH2:15])=[N:7][C:6]1=2.[N:38]1[CH:43]=[CH:42][CH:41]=CC=1.[C:44](Cl)(=[O:62])CCCCCCCCCCCCCCCCC.[CH3:64]N(C)C=O, predict the reaction product. The product is: [NH2:38][C@H:43]([C:44]([O:1][CH2:2][C@H:3]([CH2:16][CH2:17][O:18][C:19](=[O:37])[CH2:20][CH2:21][CH2:22][CH2:23][CH2:24][CH2:25][CH2:26][CH2:27][CH2:28][CH2:29][CH2:30][CH2:31][CH2:32][CH2:33][CH2:34][CH2:35][CH3:36])[CH2:4][N:5]1[CH:13]=[N:12][C:11]2[C:10](=[O:14])[NH:9][C:8]([NH2:15])=[N:7][C:6]1=2)=[O:62])[CH:42]([CH3:64])[CH3:41]. (7) Given the reactants [C:1]1([CH:7]2[CH2:12][CH2:11][N:10]([C:13]3[N:18]=[CH:17][C:16]([NH2:19])=[CH:15][CH:14]=3)[CH2:9][CH2:8]2)[CH:6]=[CH:5][CH:4]=[CH:3][CH:2]=1.[C:20]1([C:26]2[O:27][C:28]([C:34]([F:37])([F:36])[F:35])=[C:29]([C:31](O)=[O:32])[N:30]=2)[CH:25]=[CH:24][CH:23]=[CH:22][CH:21]=1, predict the reaction product. The product is: [C:20]1([C:26]2[O:27][C:28]([C:34]([F:36])([F:37])[F:35])=[C:29]([C:31]([NH:19][C:16]3[CH:17]=[N:18][C:13]([N:10]4[CH2:9][CH2:8][CH:7]([C:1]5[CH:2]=[CH:3][CH:4]=[CH:5][CH:6]=5)[CH2:12][CH2:11]4)=[CH:14][CH:15]=3)=[O:32])[N:30]=2)[CH:21]=[CH:22][CH:23]=[CH:24][CH:25]=1. (8) Given the reactants C([N:8]1[CH2:13][CH:12]=[C:11]([C:14]2[CH:19]=[CH:18][CH:17]=[C:16]([C:20]([F:23])([F:22])[F:21])[CH:15]=2)[CH2:10][CH2:9]1)C1C=CC=CC=1.Cl, predict the reaction product. The product is: [F:23][C:20]([F:21])([F:22])[C:16]1[CH:15]=[C:14]([CH:11]2[CH2:10][CH2:9][NH:8][CH2:13][CH2:12]2)[CH:19]=[CH:18][CH:17]=1. (9) Given the reactants [Cl:1][C:2]1[CH:21]=[CH:20][C:5]([CH2:6][CH:7]2[CH2:12][CH2:11][N:10]([C@@H:13]3[CH2:18][CH2:17][CH2:16][CH2:15][C@H:14]3O)[CH2:9][CH2:8]2)=[CH:4][CH:3]=1.CC[N:24](CC)CC.CS(Cl)(=O)=O, predict the reaction product. The product is: [Cl:1][C:2]1[CH:21]=[CH:20][C:5]([CH2:6][CH:7]2[CH2:12][CH2:11][N:10]([C@@H:13]3[CH2:18][CH2:17][CH2:16][CH2:15][C@H:14]3[NH2:24])[CH2:9][CH2:8]2)=[CH:4][CH:3]=1. (10) Given the reactants C(O[C:4](=[O:27])[C:5](=[CH:11][NH:12][C:13]1[CH:14]=[CH:15][C:16]([NH:19][CH2:20][C:21]2[CH:26]=[CH:25][CH:24]=[CH:23][CH:22]=2)=[N:17][CH:18]=1)[C:6]([O:8][CH2:9][CH3:10])=[O:7])C, predict the reaction product. The product is: [CH2:20]([NH:19][C:16]1[N:17]=[C:18]2[C:13](=[CH:14][CH:15]=1)[NH:12][CH:11]=[C:5]([C:6]([O:8][CH2:9][CH3:10])=[O:7])[C:4]2=[O:27])[C:21]1[CH:22]=[CH:23][CH:24]=[CH:25][CH:26]=1.